Predict the reactants needed to synthesize the given product. From a dataset of Full USPTO retrosynthesis dataset with 1.9M reactions from patents (1976-2016). (1) Given the product [N:12]1([C:23](=[O:25])[CH3:24])[C:10]2[CH:11]=[CH:26][CH:27]=[N:4][C:5]=2[CH:6]=[N:7]1, predict the reactants needed to synthesize it. The reactants are: C([NH:4][C:5]1[CH:6]=[N:7]C=C[C:10]=1[CH3:11])(=O)C.[N:12](OC(C)(C)C)=O.C(O[C:23](=[O:25])[CH3:24])(=O)C.[C:26]([O-])(=O)[CH3:27].[K+]. (2) Given the product [CH3:1][O:2]/[N:3]=[C:4](/[C:26]1[CH:31]=[CH:30][CH:29]=[CH:28][CH:27]=1)\[CH2:5][O:6][C:7]1[CH:8]=[CH:9][C:10]([C:13]2[CH:18]=[CH:17][C:16]([CH2:19][CH2:20][C:21]([OH:23])=[O:22])=[CH:15][CH:14]=2)=[CH:11][CH:12]=1, predict the reactants needed to synthesize it. The reactants are: [CH3:1][O:2]/[N:3]=[C:4](/[C:26]1[CH:31]=[CH:30][CH:29]=[CH:28][CH:27]=1)\[CH2:5][O:6][C:7]1[CH:12]=[CH:11][C:10]([C:13]2[CH:18]=[CH:17][C:16]([CH2:19][CH2:20][C:21]([O:23]CC)=[O:22])=[CH:15][CH:14]=2)=[CH:9][CH:8]=1.CCO.[OH-].[Na+].